Task: Predict the product of the given reaction.. Dataset: Forward reaction prediction with 1.9M reactions from USPTO patents (1976-2016) (1) The product is: [F:43][C:44]([F:51])([F:50])[S:45]([O-:48])(=[O:47])=[O:46].[CH3:44][N+:23]1[C:24]([CH3:27])=[CH:25][CH:26]=[C:21]([C:19]([C:16]2[N:17]=[CH:18][N:13]3[CH:12]=[C:11]([C:8]4[C@H:9]([CH3:10])[C@@H:5]5[C@@H:4]([C@H:2]([OH:1])[CH3:3])[C:41](=[O:42])[N:6]5[C:7]=4[C:28]([O:30][CH2:31][C:32]4[CH:37]=[CH:36][C:35]([N+:38]([O-:40])=[O:39])=[CH:34][CH:33]=4)=[O:29])[S:15][C:14]=23)=[O:20])[CH:22]=1. Given the reactants [OH:1][C@@H:2]([C@H:4]1[C:41](=[O:42])[N:6]2[C:7]([C:28]([O:30][CH2:31][C:32]3[CH:37]=[CH:36][C:35]([N+:38]([O-:40])=[O:39])=[CH:34][CH:33]=3)=[O:29])=[C:8]([C:11]3[S:15][C:14]4=[C:16]([C:19]([C:21]5[CH:22]=[N:23][C:24]([CH3:27])=[CH:25][CH:26]=5)=[O:20])[N:17]=[CH:18][N:13]4[CH:12]=3)[C@H:9]([CH3:10])[C@H:5]12)[CH3:3].[F:43][C:44]([F:51])([F:50])[S:45]([O:48]C)(=[O:47])=[O:46], predict the reaction product. (2) Given the reactants [CH3:1][O:2][C:3](=[O:15])[CH2:4][CH2:5][C:6]1[CH:11]=[CH:10][C:9]([CH2:12][OH:13])=[CH:8][C:7]=1[CH3:14], predict the reaction product. The product is: [CH3:1][O:2][C:3](=[O:15])[CH2:4][CH2:5][C:6]1[CH:11]=[CH:10][C:9]([CH:12]=[O:13])=[CH:8][C:7]=1[CH3:14]. (3) Given the reactants I[CH:2]([CH3:4])[CH3:3].[Br:5][C:6]1[C:11]([C:12]2[CH:17]=[CH:16][C:15]([F:18])=[CH:14][C:13]=2[F:19])=[C:10]([F:20])[C:9]([OH:21])=[C:8]([CH:22]=[O:23])[CH:7]=1.C(=O)([O-])[O-].[K+].[K+].CN(C=O)C, predict the reaction product. The product is: [Br:5][C:6]1[C:11]([C:12]2[CH:17]=[CH:16][C:15]([F:18])=[CH:14][C:13]=2[F:19])=[C:10]([F:20])[C:9]([O:21][CH:2]([CH3:4])[CH3:3])=[C:8]([CH:22]=[O:23])[CH:7]=1. (4) Given the reactants [Cl-].[Ce+3:2].[Cl-].[Cl-].[C:5](=[O:8])([OH:7])[O-:6].[Mg+2].[C:10](=[O:13])([OH:12])[O-:11].[Ce], predict the reaction product. The product is: [C:5](=[O:6])([O-:8])[O-:7].[Ce+3:2].[C:10](=[O:11])([O-:13])[O-:12].[C:5](=[O:6])([O-:8])[O-:7].[Ce+3:2]. (5) Given the reactants FC(F)(F)C(O)=O.C(O[C:13](=O)[N:14]([C@H:16]([CH2:29][C:30]1[CH:35]=[CH:34][CH:33]=[CH:32][CH:31]=1)[C:17]([N:19]1[CH2:24][CH2:23][CH:22]([CH2:25][N:26]([CH3:28])[CH3:27])[CH2:21][CH2:20]1)=[O:18])C)(C)(C)C, predict the reaction product. The product is: [CH3:27][N:26]([CH2:25][CH:22]1[CH2:23][CH2:24][N:19]([C:17](=[O:18])[C@H:16]([NH:14][CH3:13])[CH2:29][C:30]2[CH:31]=[CH:32][CH:33]=[CH:34][CH:35]=2)[CH2:20][CH2:21]1)[CH3:28].